From a dataset of Catalyst prediction with 721,799 reactions and 888 catalyst types from USPTO. Predict which catalyst facilitates the given reaction. (1) Reactant: C(N(CC)CC)C.Cl.[CH3:9][O:10][C:11](=[O:14])[CH2:12][NH2:13].[CH:15](=O)[C:16]1[CH:21]=[CH:20][C:19]([O:22][CH3:23])=[CH:18][CH:17]=1.S([O-])([O-])(=O)=O.[Na+].[Na+]. Product: [CH3:23][O:22][C:19]1[CH:20]=[CH:21][C:16](/[CH:15]=[N:13]/[CH2:12][C:11]([O:10][CH3:9])=[O:14])=[CH:17][CH:18]=1. The catalyst class is: 4. (2) Reactant: [Br:1]Br.C(O)(=O)C.[CH3:7][O:8][C:9]1[CH:14]=[CH:13][C:12]([CH2:15][C:16]2[CH:21]=[CH:20][C:19]([CH3:22])=[CH:18][CH:17]=2)=[C:11]([CH3:23])[CH:10]=1. Product: [Br:1][C:14]1[CH:13]=[C:12]([CH2:15][C:16]2[CH:21]=[CH:20][C:19]([CH3:22])=[CH:18][CH:17]=2)[C:11]([CH3:23])=[CH:10][C:9]=1[O:8][CH3:7]. The catalyst class is: 6.